This data is from Full USPTO retrosynthesis dataset with 1.9M reactions from patents (1976-2016). The task is: Predict the reactants needed to synthesize the given product. (1) The reactants are: [CH3:1][C:2]1([CH3:11])[CH2:7][C:6]([CH3:9])([CH3:8])[CH2:5][C:4](=O)[CH2:3]1.[C:12]1([C:18]([C:20]2[CH:29]=[CH:28][C:23]([C:24]([O:26][CH3:27])=[O:25])=[CH:22][CH:21]=2)=O)[CH:17]=[CH:16][CH:15]=[CH:14][CH:13]=1.C1COCC1.Cl. Given the product [C:12]1([C:18](=[C:4]2[CH2:3][C:2]([CH3:11])([CH3:1])[CH2:7][C:6]([CH3:9])([CH3:8])[CH2:5]2)[C:20]2[CH:21]=[CH:22][C:23]([C:24]([O:26][CH3:27])=[O:25])=[CH:28][CH:29]=2)[CH:13]=[CH:14][CH:15]=[CH:16][CH:17]=1, predict the reactants needed to synthesize it. (2) The reactants are: [C:1]([O:11][CH:12]([CH3:14])[CH3:13])(=[O:10])/[CH:2]=[CH:3]/[C:4]([O:6][CH:7]([CH3:9])[CH3:8])=[O:5].[C:15]([O:25][CH2:26][CH3:27])(=[O:24])[CH:16]=[CH:17][C:18]1[CH:23]=[CH:22][CH:21]=[CH:20][CH:19]=1.C(C1C=CC=CC=1C=C)=C.C(OOOC(C)(C)C)(=O)C(C)(C)C. Given the product [C:4]([O:6][CH:7]([CH3:9])[CH3:8])(=[O:5])/[CH:3]=[CH:2]/[C:1]([O:11][CH:12]([CH3:14])[CH3:13])=[O:10].[C:15]([O:25][CH2:26][CH3:27])(=[O:24])[CH:16]=[CH:17][C:18]1[CH:19]=[CH:20][CH:21]=[CH:22][CH:23]=1, predict the reactants needed to synthesize it.